This data is from Forward reaction prediction with 1.9M reactions from USPTO patents (1976-2016). The task is: Predict the product of the given reaction. Given the reactants [N:1]([C:4]1[CH:17]=[CH:16][C:7]([C:8]([NH:10][CH2:11][C:12]([F:15])([F:14])[F:13])=[O:9])=[CH:6][CH:5]=1)=[N+:2]=[N-:3].O=[C:19]([CH2:26][CH2:27][CH3:28])[CH2:20][C:21]([O:23]CC)=[O:22].[O-]CC.[Na+], predict the reaction product. The product is: [CH2:26]([C:19]1[N:1]([C:4]2[CH:5]=[CH:6][C:7]([C:8]([NH:10][CH2:11][C:12]([F:14])([F:13])[F:15])=[O:9])=[CH:16][CH:17]=2)[N:2]=[N:3][C:20]=1[C:21]([OH:23])=[O:22])[CH2:27][CH3:28].